Dataset: Catalyst prediction with 721,799 reactions and 888 catalyst types from USPTO. Task: Predict which catalyst facilitates the given reaction. (1) Reactant: O[C:2]1[CH:3]=[N:4][CH:5]=[CH:6][CH:7]=1.[H-].[Na+].Cl[C:11]1[N:16]=[C:15]([N:17]2[CH2:22][CH2:21][O:20][CH2:19][CH2:18]2)[CH:14]=[C:13]([Cl:23])[N:12]=1. Product: [Cl:23][C:13]1[N:12]=[C:11]([C:2]2[CH:3]=[N:4][CH:5]=[CH:6][CH:7]=2)[N:16]=[C:15]([N:17]2[CH2:22][CH2:21][O:20][CH2:19][CH2:18]2)[CH:14]=1. The catalyst class is: 3. (2) Reactant: C([O:3][C:4](=[O:33])[CH2:5][C:6]([NH:8][C:9]1[CH:14]=[C:13]([Br:15])[C:12]([O:16][C:17]2[CH:22]=[C:21]([CH:23]([CH3:25])[CH3:24])[C:20]([OH:26])=[C:19]([CH3:27])[CH:18]=2)=[C:11]([Br:28])[C:10]=1[C:29]([F:32])([F:31])[F:30])=[O:7])C.[Li+].[OH-].Cl. Product: [Br:28][C:11]1[C:10]([C:29]([F:32])([F:30])[F:31])=[C:9]([NH:8][C:6](=[O:7])[CH2:5][C:4]([OH:33])=[O:3])[CH:14]=[C:13]([Br:15])[C:12]=1[O:16][C:17]1[CH:22]=[C:21]([CH:23]([CH3:24])[CH3:25])[C:20]([OH:26])=[C:19]([CH3:27])[CH:18]=1. The catalyst class is: 1. (3) Reactant: C([O:3][C:4](=[O:33])[C:5]1[CH:10]=[C:9]([N:11]2[C:15]([CH3:16])=[CH:14][CH:13]=[C:12]2[C:17]2[CH:22]=[C:21]([Cl:23])[CH:20]=[CH:19][C:18]=2[O:24][CH2:25][C:26]2[CH:31]=[CH:30][C:29]([Cl:32])=[CH:28][CH:27]=2)[CH:8]=[N:7][CH:6]=1)C.C(O)C. Product: [Cl:23][C:21]1[CH:20]=[CH:19][C:18]([O:24][CH2:25][C:26]2[CH:27]=[CH:28][C:29]([Cl:32])=[CH:30][CH:31]=2)=[C:17]([C:12]2[N:11]([C:9]3[CH:8]=[N:7][CH:6]=[C:5]([CH:10]=3)[C:4]([OH:33])=[O:3])[C:15]([CH3:16])=[CH:14][CH:13]=2)[CH:22]=1. The catalyst class is: 13. (4) Reactant: [F-].C([N+](CCCC)(CCCC)CCCC)CCC.[C:19]([O:23][C:24](=[O:40])[NH:25][C:26]1[CH:31]=[CH:30][C:29]([CH2:32][Si](C)(C)C)=[C:28]([N+:37]([O-:39])=[O:38])[CH:27]=1)([CH3:22])([CH3:21])[CH3:20].[I:41][C:42]1[C:47]([CH:48]=[O:49])=[C:46]([O:50][CH3:51])[N:45]=[CH:44][CH:43]=1. Product: [C:19]([O:23][C:24](=[O:40])[NH:25][C:26]1[CH:31]=[CH:30][C:29]([CH2:32][CH:48]([OH:49])[C:47]2[C:46]([O:50][CH3:51])=[N:45][CH:44]=[CH:43][C:42]=2[I:41])=[C:28]([N+:37]([O-:39])=[O:38])[CH:27]=1)([CH3:22])([CH3:21])[CH3:20]. The catalyst class is: 1. (5) Reactant: CO[C:3]([O:15][CH3:16])([OH:14])[CH:4]=[CH:5][C:6]1[CH:11]=[CH:10][C:9]([CH:12]=[O:13])=[CH:8][CH:7]=1.[C:17](=[O:20])([O-])[O-].[K+].[K+].[CH3:23]I. Product: [CH3:17][O:20][CH:12]([O:13][CH3:23])[C:9]1[CH:8]=[CH:7][C:6](/[CH:5]=[CH:4]/[C:3]([O:15][CH3:16])=[O:14])=[CH:11][CH:10]=1. The catalyst class is: 9. (6) Reactant: O1CCOCC1.O.[Cl:8][C:9]1[CH:10]=[C:11]([C:17]2([C:36]([F:39])([F:38])[F:37])[O:21][N:20]=[C:19]([C:22]3[C:31]4[C:26](=[CH:27][CH:28]=[CH:29][CH:30]=4)[C:25]([C:32]([O:34]C)=[O:33])=[CH:24][CH:23]=3)[CH2:18]2)[CH:12]=[C:13]([Cl:16])[C:14]=1[F:15].[Li]. Product: [Cl:8][C:9]1[CH:10]=[C:11]([C:17]2([C:36]([F:37])([F:39])[F:38])[O:21][N:20]=[C:19]([C:22]3[C:31]4[C:26](=[CH:27][CH:28]=[CH:29][CH:30]=4)[C:25]([C:32]([OH:34])=[O:33])=[CH:24][CH:23]=3)[CH2:18]2)[CH:12]=[C:13]([Cl:16])[C:14]=1[F:15]. The catalyst class is: 243.